Predict the product of the given reaction. From a dataset of Forward reaction prediction with 1.9M reactions from USPTO patents (1976-2016). (1) Given the reactants [NH2:1][NH2:2].[O:3]1[CH2:8][CH2:7][N:6]([S:9]([C:12]2[CH:21]=[CH:20][CH:19]=[CH:18][C:13]=2[C:14](OC)=[O:15])(=[O:11])=[O:10])[CH2:5][CH2:4]1, predict the reaction product. The product is: [O:3]1[CH2:8][CH2:7][N:6]([S:9]([C:12]2[CH:21]=[CH:20][CH:19]=[CH:18][C:13]=2[C:14]([NH:1][NH2:2])=[O:15])(=[O:11])=[O:10])[CH2:5][CH2:4]1. (2) Given the reactants Cl.[C:2]([O:5][C@@H:6]([C:30]1[S:31][CH:32]=[C:33]([C:35]([NH:37][C@@H:38]([CH2:45][C:46]2[CH:51]=[CH:50][CH:49]=[CH:48][CH:47]=2)[CH2:39][C@H:40]([CH3:44])[C:41]([OH:43])=[O:42])=[O:36])[N:34]=1)[CH2:7][C@@H:8]([N:12]([CH3:29])[C:13](=[O:28])[C@@H:14]([NH:19][C:20]([C@H:22]1[CH2:27][CH2:26][CH2:25][CH2:24][NH:23]1)=[O:21])[C@@H:15]([CH3:18])[CH2:16][CH3:17])[CH:9]([CH3:11])[CH3:10])(=[O:4])[CH3:3].C(=O)([O-])OC1C=CC([N+]([O-])=O)=CC=1C[C:64]1[CH:69]=[CH:68][C:67]([NH:70][C:71](=[O:96])[C@@H:72]([NH:74][C:75](=[O:95])[C@@H:76]([NH:80][C:81](=[O:94])[CH2:82][CH2:83][CH2:84][CH2:85][CH2:86][N:87]2[C:91](=[O:92])[CH:90]=[CH:89][C:88]2=[O:93])[CH:77]([CH3:79])[CH3:78])[CH3:73])=[CH:66][CH:65]=1.C(N(C(C)C)CC)(C)C.N1C2C(=NC=CC=2)N(O)N=1, predict the reaction product. The product is: [C:2]([O:5][C@@H:6]([C:30]1[S:31][CH:32]=[C:33]([C:35]([NH:37][C@@H:38]([CH2:45][C:46]2[CH:47]=[CH:48][CH:49]=[CH:50][CH:51]=2)[CH2:39][C@H:40]([CH3:44])[C:41]([OH:43])=[O:42])=[O:36])[N:34]=1)[CH2:7][C@@H:8]([N:12]([CH3:29])[C:13](=[O:28])[C@@H:14]([NH:19][C:20]([C@H:22]1[CH2:27][CH2:26][CH2:25][CH2:24][N:23]1[C:2]([O:5][CH2:6][C:64]1[CH:69]=[CH:68][C:67]([NH:70][C:71](=[O:96])[C@@H:72]([NH:74][C:75](=[O:95])[C@@H:76]([NH:80][C:81](=[O:94])[CH2:82][CH2:83][CH2:84][CH2:85][CH2:86][N:87]2[C:91](=[O:92])[CH:90]=[CH:89][C:88]2=[O:93])[CH:77]([CH3:78])[CH3:79])[CH3:73])=[CH:66][CH:65]=1)=[O:4])=[O:21])[C@@H:15]([CH3:18])[CH2:16][CH3:17])[CH:9]([CH3:10])[CH3:11])(=[O:4])[CH3:3].